From a dataset of NCI-60 drug combinations with 297,098 pairs across 59 cell lines. Regression. Given two drug SMILES strings and cell line genomic features, predict the synergy score measuring deviation from expected non-interaction effect. (1) Drug 1: C1=CC(=CC=C1CCC2=CNC3=C2C(=O)NC(=N3)N)C(=O)NC(CCC(=O)O)C(=O)O. Drug 2: C1CCC(C(C1)N)N.C(=O)(C(=O)[O-])[O-].[Pt+4]. Cell line: SN12C. Synergy scores: CSS=22.5, Synergy_ZIP=-4.33, Synergy_Bliss=-2.18, Synergy_Loewe=-3.04, Synergy_HSA=-0.151. (2) Drug 1: C1CC(=O)NC(=O)C1N2CC3=C(C2=O)C=CC=C3N. Drug 2: COC1=C(C=C2C(=C1)N=CN=C2NC3=CC(=C(C=C3)F)Cl)OCCCN4CCOCC4. Cell line: NCI-H522. Synergy scores: CSS=30.6, Synergy_ZIP=-0.933, Synergy_Bliss=-1.69, Synergy_Loewe=-6.37, Synergy_HSA=0.00133. (3) Drug 1: C1=C(C(=O)NC(=O)N1)F. Drug 2: C1CN(CCN1C(=O)CCBr)C(=O)CCBr. Cell line: A498. Synergy scores: CSS=31.1, Synergy_ZIP=-0.347, Synergy_Bliss=0.297, Synergy_Loewe=-3.55, Synergy_HSA=1.36. (4) Drug 1: CC1=C(C=C(C=C1)NC(=O)C2=CC=C(C=C2)CN3CCN(CC3)C)NC4=NC=CC(=N4)C5=CN=CC=C5. Drug 2: C1CCC(C(C1)N)N.C(=O)(C(=O)[O-])[O-].[Pt+4]. Cell line: SF-295. Synergy scores: CSS=19.2, Synergy_ZIP=-6.05, Synergy_Bliss=-0.0515, Synergy_Loewe=-9.25, Synergy_HSA=1.23.